This data is from Reaction yield outcomes from USPTO patents with 853,638 reactions. The task is: Predict the reaction yield, written as a fraction of the theoretical maximum amount of product (1.0 means a 100% yield; for example, 0.34 means a 34% yield). (1) The reactants are [C:1]([O:7][CH2:8][CH3:9])(=[O:6])[CH2:2][C:3]([OH:5])=O.N1C=CC=CC=1C1C=CC=CN=1.[Li]CCCC.[CH3:27][C:28](C)([CH:32]=[CH2:33])[C:29](Cl)=O. The catalyst is C1COCC1.CCOCC. The product is [CH2:8]([O:7][C:1](=[O:6])[CH2:2][C:3](=[O:5])[C:28]([CH3:29])([CH3:27])[CH:32]=[CH2:33])[CH3:9]. The yield is 0.980. (2) The reactants are B(Br)(Br)Br.[Cl:5][C:6]1[CH:22]=[CH:21][C:9]2[CH2:10][CH2:11][N:12]([C:15](=[O:20])[C:16]([F:19])([F:18])[F:17])[CH2:13][CH2:14][C:8]=2[C:7]=1[C:23]1[CH:28]=[CH:27][CH:26]=[CH:25][C:24]=1[O:29]C. The catalyst is ClCCl. The product is [Cl:5][C:6]1[CH:22]=[CH:21][C:9]2[CH2:10][CH2:11][N:12]([C:15](=[O:20])[C:16]([F:19])([F:18])[F:17])[CH2:13][CH2:14][C:8]=2[C:7]=1[C:23]1[CH:28]=[CH:27][CH:26]=[CH:25][C:24]=1[OH:29]. The yield is 0.990. (3) The reactants are [CH:1]([C:3]1[O:4][C:5]2[CH:11]=[CH:10][C:9]([C:12]3[CH:19]=[CH:18][C:15]([C:16]#[N:17])=[CH:14][CH:13]=3)=[CH:8][C:6]=2[N:7]=1)=[CH2:2].[CH3:20][CH:21]1[CH2:25][CH2:24][CH2:23][NH:22]1. The catalyst is C(O)C. The product is [CH3:20][CH:21]1[CH2:25][CH2:24][CH2:23][N:22]1[CH2:2][CH2:1][C:3]1[O:4][C:5]2[CH:11]=[CH:10][C:9]([C:12]3[CH:19]=[CH:18][C:15]([C:16]#[N:17])=[CH:14][CH:13]=3)=[CH:8][C:6]=2[N:7]=1. The yield is 1.00. (4) The reactants are [OH:1][C:2]1[CH:7]=[CH:6][C:5]([C:8]([C:10]2[CH:19]=[CH:18][C:13]([C:14]([O:16][CH3:17])=[O:15])=[CH:12][CH:11]=2)=O)=[CH:4][CH:3]=1.[CH3:20][C:21]1([CH3:30])[CH2:26][C:25](=O)[CH2:24][C:23]([CH3:29])([CH3:28])[O:22]1. No catalyst specified. The product is [OH:1][C:2]1[CH:7]=[CH:6][C:5]([C:8](=[C:25]2[CH2:24][C:23]([CH3:29])([CH3:28])[O:22][C:21]([CH3:30])([CH3:20])[CH2:26]2)[C:10]2[CH:19]=[CH:18][C:13]([C:14]([O:16][CH3:17])=[O:15])=[CH:12][CH:11]=2)=[CH:4][CH:3]=1. The yield is 0.930.